From a dataset of Catalyst prediction with 721,799 reactions and 888 catalyst types from USPTO. Predict which catalyst facilitates the given reaction. (1) Reactant: [Cl:1][C:2]1[C:3]([N:12]2[CH2:17][CH2:16][N:15]([C:18]([O:20][C:21]([CH3:24])([CH3:23])[CH3:22])=[O:19])[CH2:14][CH2:13]2)=[N:4][CH:5]=[C:6]([C:8]([NH:10][OH:11])=[NH:9])[CH:7]=1.[C:25](Cl)(=O)[CH2:26][CH3:27]. Product: [Cl:1][C:2]1[C:3]([N:12]2[CH2:17][CH2:16][N:15]([C:18]([O:20][C:21]([CH3:24])([CH3:23])[CH3:22])=[O:19])[CH2:14][CH2:13]2)=[N:4][CH:5]=[C:6]([C:8]2[N:9]=[C:25]([CH2:26][CH3:27])[O:11][N:10]=2)[CH:7]=1. The catalyst class is: 17. (2) Reactant: [CH:1]1[N:6]=[C:5](Cl)[C:4]2[N:8]=[CH:9][N:10]([C@@H:11]3[O:15][C@H:14]([CH2:16][OH:17])[C@@H:13]([OH:18])[C@H:12]3[OH:19])[C:3]=2[N:2]=1.C(N(CC)CC)C.[CH2:27]([O:34][C@@H:35]1[CH2:39][CH2:38][CH2:37][C@H:36]1[NH2:40])[C:28]1[CH:33]=[CH:32][CH:31]=[CH:30][CH:29]=1. Product: [C:28]1([CH2:27][O:34][C@@H:35]2[CH2:39][CH2:38][CH2:37][C@H:36]2[NH:40][C:5]2[N:6]=[CH:1][N:2]=[C:3]3[C:4]=2[N:8]=[CH:9][N:10]3[CH:11]2[C@H:12]([OH:19])[C@H:13]([OH:18])[C@@H:14]([CH2:16][OH:17])[O:15]2)[CH:29]=[CH:30][CH:31]=[CH:32][CH:33]=1. The catalyst class is: 8. (3) Reactant: [C:1](#[N:5])[CH2:2][C:3]#[N:4].[Cl:6][C:7]1[CH:14]=[CH:13][C:10]([CH:11]=O)=[CH:9][CH:8]=1.N1CCCCC1.[C:21]([CH2:23][C:24]([NH2:26])=[S:25])#[N:22]. Product: [NH2:4][C:3]1[S:25][C:24]([NH2:26])=[C:23]([C:21]#[N:22])[CH:11]([C:10]2[CH:13]=[CH:14][C:7]([Cl:6])=[CH:8][CH:9]=2)[C:2]=1[C:1]#[N:5]. The catalyst class is: 40. (4) Reactant: [N:1]([CH2:4][CH2:5][CH2:6][C:7]1([C:30]2[CH:35]=[CH:34][CH:33]=[CH:32][CH:31]=2)[N:11]([C:12]2[S:13][C:14]3[CH2:15][N:16]([CH3:21])[CH2:17][CH2:18][C:19]=3[N:20]=2)[N:10]=[C:9]([C:22]2[CH:27]=[C:26]([F:28])[CH:25]=[CH:24][C:23]=2[F:29])[S:8]1)=[N+]=[N-].Cl.CO. Product: [F:29][C:23]1[CH:24]=[CH:25][C:26]([F:28])=[CH:27][C:22]=1[C:9]1[S:8][C:7]([CH2:6][CH2:5][CH2:4][NH2:1])([C:30]2[CH:35]=[CH:34][CH:33]=[CH:32][CH:31]=2)[N:11]([C:12]2[S:13][C:14]3[CH2:15][N:16]([CH3:21])[CH2:17][CH2:18][C:19]=3[N:20]=2)[N:10]=1. The catalyst class is: 19.